Dataset: Full USPTO retrosynthesis dataset with 1.9M reactions from patents (1976-2016). Task: Predict the reactants needed to synthesize the given product. (1) The reactants are: [F:1][C:2]1[C:3]([C:16]2[CH:21]=[CH:20][CH:19]=[CH:18][CH:17]=2)=[C:4]([NH:8]C(=O)OC(C)(C)C)[CH:5]=[N:6][CH:7]=1.C(O)(C(F)(F)F)=O. Given the product [F:1][C:2]1[C:3]([C:16]2[CH:21]=[CH:20][CH:19]=[CH:18][CH:17]=2)=[C:4]([NH2:8])[CH:5]=[N:6][CH:7]=1, predict the reactants needed to synthesize it. (2) The reactants are: C(OC([N:8]([CH:27]1[CH2:29][CH2:28]1)[CH:9]([C:11]1[CH:12]=[C:13]([CH2:19][CH2:20][CH2:21][NH:22][C:23](=[O:26])[O:24][CH3:25])[C:14]([CH2:17][CH3:18])=[N:15][CH:16]=1)[CH3:10])=O)(C)(C)C.FC(F)(F)C(O)=O.C(=O)([O-])O.[Na+]. Given the product [CH:27]1([NH:8][CH:9]([C:11]2[CH:12]=[C:13]([CH2:19][CH2:20][CH2:21][NH:22][C:23](=[O:26])[O:24][CH3:25])[C:14]([CH2:17][CH3:18])=[N:15][CH:16]=2)[CH3:10])[CH2:29][CH2:28]1, predict the reactants needed to synthesize it. (3) Given the product [Cl:1][C:2]1[CH:25]=[C:24]([CH2:26][N:27]2[CH2:32][CH2:31][N:30]([S:33]([CH3:36])(=[O:35])=[O:34])[CH2:29][CH2:28]2)[CH:23]=[CH:22][C:3]=1[O:4][CH:5]1[CH2:6][CH2:7][N:8]([C:11]2[N:12]=[CH:13][C:14]([C:17]3[N:21]=[N:20][N:19]([CH3:37])[N:18]=3)=[CH:15][N:16]=2)[CH2:9][CH2:10]1, predict the reactants needed to synthesize it. The reactants are: [Cl:1][C:2]1[CH:25]=[C:24]([CH2:26][N:27]2[CH2:32][CH2:31][N:30]([S:33]([CH3:36])(=[O:35])=[O:34])[CH2:29][CH2:28]2)[CH:23]=[CH:22][C:3]=1[O:4][CH:5]1[CH2:10][CH2:9][N:8]([C:11]2[N:16]=[CH:15][C:14]([C:17]3[N:18]=[N:19][NH:20][N:21]=3)=[CH:13][N:12]=2)[CH2:7][CH2:6]1.[C:37]([O-])([O-])=O.[K+].[K+].CI. (4) Given the product [NH2:1][CH:4]1[CH2:10][CH2:9][C:8]2[CH:11]=[C:12]([F:15])[CH:13]=[CH:14][C:7]=2[NH:6][C:5]1=[O:16], predict the reactants needed to synthesize it. The reactants are: [N:1]([CH:4]1[CH2:10][CH2:9][C:8]2[CH:11]=[C:12]([F:15])[CH:13]=[CH:14][C:7]=2[NH:6][C:5]1=[O:16])=[N+]=[N-]. (5) Given the product [CH3:25][O:24][C:20]1[CH:19]=[C:18]([CH:23]=[CH:22][CH:21]=1)[O:17][C:9]1[N:8]([C:6]2[CH:5]=[C:4]([CH3:26])[N:3]=[C:2]([NH2:28])[N:7]=2)[C:12]2[CH:13]=[CH:14][CH:15]=[CH:16][C:11]=2[N:10]=1, predict the reactants needed to synthesize it. The reactants are: Cl[C:2]1[N:7]=[C:6]([N:8]2[C:12]3[CH:13]=[CH:14][CH:15]=[CH:16][C:11]=3[N:10]=[C:9]2[O:17][C:18]2[CH:23]=[CH:22][CH:21]=[C:20]([O:24][CH3:25])[CH:19]=2)[CH:5]=[C:4]([CH3:26])[N:3]=1.[OH-].[NH4+:28].